Task: Predict the reaction yield, written as a fraction of the theoretical maximum amount of product (1.0 means a 100% yield; for example, 0.34 means a 34% yield).. Dataset: Reaction yield outcomes from USPTO patents with 853,638 reactions (1) The reactants are [CH:1]([OH:3])=[O:2].[NH2:4][CH:5]([CH3:16])[C:6]([NH:8][C:9]1[CH:14]=[CH:13][C:12](C)=[CH:11][CH:10]=1)=[O:7].[CH3:17]OC(C1C=CC(N=C=S)=CC=1)=O. The catalyst is C(N(CC)CC)C.CC(C)=O. The product is [CH:1]([OH:3])=[O:2].[NH2:4][CH:5]([CH3:16])[C:6]([NH:8][C:9]1[CH:10]=[CH:11][CH:12]=[CH:13][C:14]=1[CH3:17])=[O:7]. The yield is 0.120. (2) The reactants are [C:1]([O:5][C:6]([N:8]1[CH2:12][CH2:11][CH2:10][C:9]1([CH2:34][C:35]1[CH:40]=[CH:39][CH:38]=[CH:37][CH:36]=1)[C:13]([C:15]1[CH:16]=[C:17]2[C:21](=[CH:22][CH:23]=1)[N:20]([Si](C(C)C)(C(C)C)C(C)C)[CH:19]=[CH:18]2)=[O:14])=[O:7])([CH3:4])([CH3:3])[CH3:2].C[N+](C)(C)C.[F-]. The catalyst is C1COCC1. The product is [C:1]([O:5][C:6]([N:8]1[CH2:12][CH2:11][CH2:10][C:9]1([CH2:34][C:35]1[CH:36]=[CH:37][CH:38]=[CH:39][CH:40]=1)[C:13]([C:15]1[CH:16]=[C:17]2[C:21](=[CH:22][CH:23]=1)[NH:20][CH:19]=[CH:18]2)=[O:14])=[O:7])([CH3:4])([CH3:2])[CH3:3]. The yield is 0.430. (3) The reactants are [C:1]([O:5][C:6]([N:8]1[CH2:13][CH2:12][N:11]([S:14]([C:17]2[CH:18]=[C:19]([CH:23]=[CH:24][C:25]=2[O:26][C:27]2[CH:32]=[C:31]([CH3:33])[CH:30]=[C:29]([CH3:34])[CH:28]=2)[C:20](O)=[O:21])(=[O:16])=[O:15])[CH2:10][CH2:9]1)=[O:7])([CH3:4])([CH3:3])[CH3:2].[NH2:35][CH2:36][CH2:37][C:38]#[N:39].C1C=CC2N(O)N=NC=2C=1.Cl.C(N=C=NCCCN(C)C)C. The yield is 0.984. The product is [C:36]([CH2:37][CH2:38][NH:39][C:20]([C:19]1[CH:23]=[CH:24][C:25]([O:26][C:27]2[CH:32]=[C:31]([CH3:33])[CH:30]=[C:29]([CH3:34])[CH:28]=2)=[C:17]([S:14]([N:11]2[CH2:12][CH2:13][N:8]([C:6]([O:5][C:1]([CH3:4])([CH3:3])[CH3:2])=[O:7])[CH2:9][CH2:10]2)(=[O:16])=[O:15])[CH:18]=1)=[O:21])#[N:35]. The catalyst is CN(C=O)C.